From a dataset of Catalyst prediction with 721,799 reactions and 888 catalyst types from USPTO. Predict which catalyst facilitates the given reaction. (1) Reactant: N.P(OCC)(OCC)(O[C:5]1[CH:10]=[CH:9][C:8]([CH3:11])=[CH:7][C:6]=1[C:12]([CH3:15])([CH3:14])[CH3:13])=O.[Li]. Product: [C:12]([C:6]1[CH:5]=[CH:10][CH:9]=[C:8]([CH3:11])[CH:7]=1)([CH3:15])([CH3:14])[CH3:13]. The catalyst class is: 28. (2) Reactant: [Si:1]([O:8][CH2:9][CH2:10][CH2:11][N:12]1[C:17](=[O:18])[C:16]2[C:19]([CH:24]([OH:31])[C:25]3[CH:30]=[CH:29][CH:28]=[CH:27][CH:26]=3)=[C:20](Cl)[N:21]=[CH:22][C:15]=2[N:14]([CH3:32])[C:13]1=[O:33])([C:4]([CH3:7])([CH3:6])[CH3:5])([CH3:3])[CH3:2].[F:34][C:35]([F:47])([F:46])[O:36][C:37]1[CH:38]=[C:39](B(O)O)[CH:40]=[CH:41][CH:42]=1.[O-]P([O-])([O-])=O.[K+].[K+].[K+]. Product: [Si:1]([O:8][CH2:9][CH2:10][CH2:11][N:12]1[C:17](=[O:18])[C:16]2[C:19]([CH:24]([OH:31])[C:25]3[CH:30]=[CH:29][CH:28]=[CH:27][CH:26]=3)=[C:20]([C:39]3[CH:40]=[CH:41][CH:42]=[C:37]([O:36][C:35]([F:34])([F:46])[F:47])[CH:38]=3)[N:21]=[CH:22][C:15]=2[N:14]([CH3:32])[C:13]1=[O:33])([C:4]([CH3:7])([CH3:6])[CH3:5])([CH3:3])[CH3:2]. The catalyst class is: 117. (3) Reactant: C=O.S([O-])([O-])(=O)=O.[Na+].[Na+].[NH2:10][CH2:11][CH2:12][CH2:13][Si:14]([O:21][CH2:22][CH3:23])([O:18][CH2:19][CH3:20])[O:15][CH2:16][CH3:17].[C:24]1([OH:30])C=[CH:28][CH:27]=[CH:26][CH:25]=1. Product: [CH2:16]([O:15][SiH:14]([O:21][CH2:22][CH3:23])[O:18][CH2:19][CH3:20])[CH3:17].[O:30]1[C:24]2[CH:25]=[CH:26][CH:27]=[CH:28][C:13]=2[CH:12]=[CH:11][NH:10]1. The catalyst class is: 8. (4) Reactant: [CH2:1]([O:3][C:4]([C:6]1[N:11]2[C:12]([N+:16]([O-])=O)=[C:13]([CH3:15])[N:14]=[C:10]2[CH:9]=[CH:8][CH:7]=1)=[O:5])[CH3:2]. Product: [NH2:16][C:12]1[N:11]2[C:6]([C:4]([O:3][CH2:1][CH3:2])=[O:5])=[CH:7][CH:8]=[CH:9][C:10]2=[N:14][C:13]=1[CH3:15]. The catalyst class is: 19. (5) Reactant: [NH2:1][C:2]1[C:3]([C:9]([NH2:11])=[O:10])=[N:4][C:5]([Cl:8])=[CH:6][CH:7]=1.Cl.Cl[C:14](N)=[NH:15].CS(C)(=O)=O.S1(CCCC1)(=O)=O.N. Product: [NH2:15][C:14]1[NH:11][C:9](=[O:10])[C:3]2[N:4]=[C:5]([Cl:8])[CH:6]=[CH:7][C:2]=2[N:1]=1. The catalyst class is: 6. (6) Product: [C:13]([O:17][CH2:18][CH2:19][CH2:20][CH3:21])(=[O:16])[CH:14]=[CH2:15].[C:1](#[N:12])[CH2:2][CH2:3][CH2:4][CH2:5][CH2:6][CH2:7][CH2:8][CH2:9][CH:10]=[CH2:11]. Reactant: [C:1](#[N:12])[CH2:2][CH2:3][CH2:4][CH2:5][CH2:6][CH2:7][CH2:8][CH2:9][CH:10]=[CH2:11].[C:13]([O:17][CH2:18][CH2:19][CH2:20][CH3:21])(=[O:16])[CH:14]=[CH2:15]. The catalyst class is: 11.